This data is from Full USPTO retrosynthesis dataset with 1.9M reactions from patents (1976-2016). The task is: Predict the reactants needed to synthesize the given product. (1) Given the product [Cl:1][C:2]1[CH:7]=[CH:6][C:5]([NH2:8])=[C:4]([CH3:11])[C:3]=1[N+:12]([O-:14])=[O:13], predict the reactants needed to synthesize it. The reactants are: [Cl:1][C:2]1[C:3]([N+:12]([O-:14])=[O:13])=[C:4]([CH3:11])[C:5]([N+:8]([O-])=O)=[CH:6][CH:7]=1.C1CCCCC=1. (2) Given the product [CH2:1]([O:3][C@@H:4]([CH2:10][C:11]1[CH:12]=[CH:13][C:14]([OH:17])=[CH:15][CH:16]=1)[C:5]([O:7][CH2:8][CH2:9][CH2:25][CH2:26][CH2:27][CH2:28][CH2:29][CH2:30][CH2:31][CH3:32])=[O:6])[CH3:2].[CH2:1]([O:3][C@H:4]([CH2:10][C:11]1[CH:12]=[CH:13][C:14]([OH:17])=[CH:15][CH:16]=1)[C:5]([O:7][CH2:8][CH3:9])=[O:6])[CH3:2], predict the reactants needed to synthesize it. The reactants are: [CH2:1]([O:3][CH:4]([CH2:10][C:11]1[CH:16]=[CH:15][C:14]([OH:17])=[CH:13][CH:12]=1)[C:5]([O:7][CH2:8][CH3:9])=[O:6])[CH3:2].C(N(CC)CC)C.[CH2:25](O)[CH2:26][CH2:27][CH2:28][CH2:29][CH2:30][CH2:31][CH2:32]CC. (3) Given the product [Cl:19][C:15]1[CH:16]=[C:17]2[C:12](=[C:13]([NH:20][CH:21]3[CH2:22][CH2:23][CH2:24][CH2:25]3)[CH:14]=1)[NH:11][C:10]([C:7]1[CH:8]=[CH:9][C:4]([C:3]([OH:26])=[O:2])=[CH:5][CH:6]=1)=[CH:18]2, predict the reactants needed to synthesize it. The reactants are: C[O:2][C:3](=[O:26])[C:4]1[CH:9]=[CH:8][C:7]([C:10]2[NH:11][C:12]3[C:17]([CH:18]=2)=[CH:16][C:15]([Cl:19])=[CH:14][C:13]=3[NH:20][CH:21]2[CH2:25][CH2:24][CH2:23][CH2:22]2)=[CH:6][CH:5]=1.O.CO.O.[OH-].[Li+]. (4) Given the product [CH3:1][O:2][C:3]1[CH:4]=[C:5]2[C:10](=[CH:11][C:12]=1[O:13][CH3:14])[N:9]=[CH:8][N:7]=[C:6]2[O:15][C:16]1[CH:22]=[CH:21][C:19]([NH:20][C:41](=[O:47])[O:42][CH2:43][C:36]2[CH:35]=[C:57]([O:59][CH3:60])[CH:56]=[CH:53][C:54]=2[O:55][CH3:23])=[CH:18][CH:17]=1, predict the reactants needed to synthesize it. The reactants are: [CH3:1][O:2][C:3]1[CH:4]=[C:5]2[C:10](=[CH:11][C:12]=1[O:13][CH3:14])[N:9]=[CH:8][N:7]=[C:6]2[O:15][C:16]1[CH:22]=[CH:21][C:19]([NH2:20])=[CH:18][CH:17]=1.[C:23]1(C)C=CC=CC=1.C(N([CH2:35][CH3:36])CC)C.ClC(Cl)(O[C:41](=[O:47])[O:42][C:43](Cl)(Cl)Cl)Cl.COC1C=[C:53]([CH:56]=[C:57]([O:59][CH3:60])C=1)[CH2:54][OH:55]. (5) Given the product [CH3:68][C:38]([O:40][C:41]1[CH:42]=[C:43]2[C:47](=[CH:48][CH:49]=1)[N:46]([CH2:50][CH2:51][C:52]1[S:56][C:55]([C:57]3[CH:58]=[CH:59][C:60]([C:63]([F:66])([F:65])[F:64])=[CH:61][CH:62]=3)=[N:54][C:53]=1[CH3:67])[CH:45]=[CH:44]2)([CH3:39])[C:37]([OH:69])=[O:36], predict the reactants needed to synthesize it. The reactants are: CC(OC1C=C2C(=CC=1)N(CC1SC(C3C=CC(C(F)(F)F)=CC=3)=NC=1C)C=C2)(C)C(O)=O.C([O:36][C:37](=[O:69])[C:38]([CH3:68])([O:40][C:41]1[CH:42]=[C:43]2[C:47](=[CH:48][CH:49]=1)[N:46]([CH2:50][CH2:51][C:52]1[S:56][C:55]([C:57]3[CH:62]=[CH:61][C:60]([C:63]([F:66])([F:65])[F:64])=[CH:59][CH:58]=3)=[N:54][C:53]=1[CH3:67])[CH:45]=[CH:44]2)[CH3:39])C. (6) Given the product [N:28]([C@@H:6]1[CH2:11][CH2:10][CH2:9][CH2:8][C@@H:7]1[N:12]1[C:16]([C:17]2[CH:22]=[CH:21][CH:20]=[CH:19][CH:18]=2)=[C:15]([C:23]([O:25][CH2:26][CH3:27])=[O:24])[N:14]=[CH:13]1)=[N+:29]=[N-:30], predict the reactants needed to synthesize it. The reactants are: CS(O[C@H:6]1[CH2:11][CH2:10][CH2:9][CH2:8][C@@H:7]1[N:12]1[C:16]([C:17]2[CH:22]=[CH:21][CH:20]=[CH:19][CH:18]=2)=[C:15]([C:23]([O:25][CH2:26][CH3:27])=[O:24])[N:14]=[CH:13]1)(=O)=O.[N-:28]=[N+:29]=[N-:30].[Na+]. (7) Given the product [CH2:1]([C:5]1[N:10]([CH2:14][C:15]2[CH:16]=[CH:17][C:18]([C:21]3[C:22]([C:27]#[N:28])=[CH:23][CH:24]=[CH:25][CH:26]=3)=[CH:19][CH:20]=2)[C:9](=[O:11])[CH:8]=[C:7]([CH3:12])[N:6]=1)[CH2:2][CH2:3][CH3:4], predict the reactants needed to synthesize it. The reactants are: [CH2:1]([C:5]1[NH:10][C:9](=[O:11])[CH:8]=[C:7]([CH3:12])[N:6]=1)[CH2:2][CH2:3][CH3:4].Br[CH2:14][C:15]1[CH:20]=[CH:19][C:18]([C:21]2[C:22]([C:27]#[N:28])=[CH:23][CH:24]=[CH:25][CH:26]=2)=[CH:17][CH:16]=1.C(=O)([O-])[O-].[Cs+].[Cs+]. (8) Given the product [CH:1]1([NH:5][C:6](=[O:34])[NH:7][C:8]2[CH:32]=[CH:31][C:11]([C:12]([N:14]3[CH2:19][CH2:18][N:17]([CH2:20][C:21]4[CH:22]=[C:23]([CH:28]=[CH:29][N:30]=4)[C:24]([O-:26])=[O:25])[CH2:16][CH2:15]3)=[O:13])=[CH:10][C:9]=2[F:33])[CH2:4][CH2:3][CH2:2]1.[Na+:36], predict the reactants needed to synthesize it. The reactants are: [CH:1]1([NH:5][C:6](=[O:34])[NH:7][C:8]2[CH:32]=[CH:31][C:11]([C:12]([N:14]3[CH2:19][CH2:18][N:17]([CH2:20][C:21]4[CH:22]=[C:23]([CH:28]=[CH:29][N:30]=4)[C:24]([O:26]C)=[O:25])[CH2:16][CH2:15]3)=[O:13])=[CH:10][C:9]=2[F:33])[CH2:4][CH2:3][CH2:2]1.[OH-].[Na+:36]. (9) Given the product [CH:14]([N:16]([CH2:2][C:3]([C:5]1[CH:10]=[C:9]([O:11][CH3:12])[CH:8]=[CH:7][C:6]=1[CH3:13])=[O:4])[CH:17]=[O:18])=[O:15], predict the reactants needed to synthesize it. The reactants are: Br[CH2:2][C:3]([C:5]1[CH:10]=[C:9]([O:11][CH3:12])[CH:8]=[CH:7][C:6]=1[CH3:13])=[O:4].[CH:14]([N-:16][CH:17]=[O:18])=[O:15].[Na+].